Dataset: Forward reaction prediction with 1.9M reactions from USPTO patents (1976-2016). Task: Predict the product of the given reaction. (1) Given the reactants [C:1]([O:5][C:6]([N:8]1[CH2:14][CH2:13][C:12](=[O:15])[NH:11][CH2:10][C@H:9]1[CH3:16])=[O:7])([CH3:4])([CH3:3])[CH3:2].C[C:18]([O-:21])([CH3:20])C.[K+].[CH2:37](C(Br)CCOCCC(Br)[CH2:37][C:38]1[CH:43]=[CH:42][CH:41]=[CH:40][CH:39]=1)[C:38]1[CH:43]=[CH:42][CH:41]=[CH:40][CH:39]=1.[C:46](=O)([O-])O.[Na+], predict the reaction product. The product is: [C:1]([O:5][C:6]([N:8]1[CH2:14][CH2:13][C:12](=[O:15])[N:11]([CH2:46][CH2:20][CH2:18][O:21][CH2:37][C:38]2[CH:39]=[CH:40][CH:41]=[CH:42][CH:43]=2)[CH2:10][C@H:9]1[CH3:16])=[O:7])([CH3:4])([CH3:2])[CH3:3]. (2) The product is: [O:42]=[C:40]1[NH:41][C:36]2[CH:35]=[CH:34][CH:33]=[C:27]([NH:26][C:24]([NH:14][CH2:13][C:12]3[C:7]([N:1]4[CH2:2][CH2:3][CH2:4][CH2:5][CH2:6]4)=[N:8][C:9]([C:15]([F:18])([F:16])[F:17])=[CH:10][CH:11]=3)=[O:25])[C:28]=2[O:38][CH2:39]1. Given the reactants [N:1]1([C:7]2[C:12]([CH2:13][NH2:14])=[CH:11][CH:10]=[C:9]([C:15]([F:18])([F:17])[F:16])[N:8]=2)[CH2:6][CH2:5][CH2:4][CH2:3][CH2:2]1.C1N=CN([C:24]([N:26]2C=N[CH:28]=[CH:27]2)=[O:25])C=1.NC1C2[O:38][CH2:39][C:40](=[O:42])[NH:41][C:36]=2[CH:35]=[CH:34][CH:33]=1, predict the reaction product. (3) Given the reactants [CH3:1][S:2](Cl)(=[O:4])=[O:3].[OH:6][CH2:7][CH2:8][CH2:9][C:10]1[C:18]2[C:13](=[CH:14][CH:15]=[CH:16][C:17]=2[NH:19][C:20]2[C:28]3[C:23](=[CH:24][N:25]=[CH:26][CH:27]=3)[O:22][C:21]=2[C:29]2[N:34]=[CH:33][CH:32]=[CH:31][N:30]=2)[N:12]([C:35]([O:37][C:38]([CH3:41])([CH3:40])[CH3:39])=[O:36])[N:11]=1.C(N(CC)CC)C, predict the reaction product. The product is: [CH3:1][S:2]([O:6][CH2:7][CH2:8][CH2:9][C:10]1[C:18]2[C:13](=[CH:14][CH:15]=[CH:16][C:17]=2[NH:19][C:20]2[C:28]3[C:23](=[CH:24][N:25]=[CH:26][CH:27]=3)[O:22][C:21]=2[C:29]2[N:34]=[CH:33][CH:32]=[CH:31][N:30]=2)[N:12]([C:35]([O:37][C:38]([CH3:41])([CH3:40])[CH3:39])=[O:36])[N:11]=1)(=[O:4])=[O:3]. (4) Given the reactants [C:1]([C:5]1[CH:9]=[C:8]([NH:10][C:11]([NH:13][C:14]2[C:23]3[C:18](=[CH:19][CH:20]=[CH:21][CH:22]=3)[C:17]([O:24][C:25]3[CH:30]=[CH:29][N:28]=[C:27](Cl)[N:26]=3)=[CH:16][CH:15]=2)=[O:12])[N:7]([C:32]2[CH:37]=[CH:36][C:35]([P:38]([CH3:41])([CH3:40])=[O:39])=[CH:34][CH:33]=2)[N:6]=1)([CH3:4])([CH3:3])[CH3:2].[NH2:42][C:43]1[CH:48]=[CH:47][C:46]([P:49](=[O:52])([CH3:51])[CH3:50])=[CH:45][CH:44]=1, predict the reaction product. The product is: [C:1]([C:5]1[CH:9]=[C:8]([NH:10][C:11]([NH:13][C:14]2[C:23]3[C:18](=[CH:19][CH:20]=[CH:21][CH:22]=3)[C:17]([O:24][C:25]3[CH:30]=[CH:29][N:28]=[C:27]([NH:42][C:43]4[CH:44]=[CH:45][C:46]([P:49]([CH3:51])([CH3:50])=[O:52])=[CH:47][CH:48]=4)[N:26]=3)=[CH:16][CH:15]=2)=[O:12])[N:7]([C:32]2[CH:37]=[CH:36][C:35]([P:38]([CH3:41])([CH3:40])=[O:39])=[CH:34][CH:33]=2)[N:6]=1)([CH3:4])([CH3:3])[CH3:2].